Predict the reactants needed to synthesize the given product. From a dataset of Full USPTO retrosynthesis dataset with 1.9M reactions from patents (1976-2016). (1) The reactants are: O[C:2]1([CH3:23])[C:22]2[C:17](=[CH:18][CH:19]=[CH:20][CH:21]=2)[C:4]2([CH2:9][CH2:8][N:7](C(OC(C)(C)C)=O)[CH2:6][CH2:5]2)[CH2:3]1.FC(F)(F)C(O)=O. Given the product [CH3:23][C:2]1[C:22]2[C:17](=[CH:18][CH:19]=[CH:20][CH:21]=2)[C:4]2([CH2:5][CH2:6][NH:7][CH2:8][CH2:9]2)[CH:3]=1, predict the reactants needed to synthesize it. (2) Given the product [C:1]([N:4]1[C:13]2[C:8](=[CH:9][C:10]([C:62]3[N:63]=[C:64]([CH:67]=[O:68])[S:65][CH:66]=3)=[CH:11][CH:12]=2)[C@H:7]([NH:23][C:24](=[O:29])[O:25][CH:26]([CH3:27])[CH3:28])[CH2:6][C@@H:5]1[CH3:30])(=[O:3])[CH3:2], predict the reactants needed to synthesize it. The reactants are: [C:1]([N:4]1[C:13]2[C:8](=[CH:9][C:10](B3OC(C)(C)C(C)(C)O3)=[CH:11][CH:12]=2)[C@H:7]([NH:23][C:24](=[O:29])[O:25][CH:26]([CH3:28])[CH3:27])[CH2:6][C@@H:5]1[CH3:30])(=[O:3])[CH3:2].C(N1C2C(=CC(B3OC(C)(C)C(C)(C)O3)=CC=2)C(NC(=O)OC(C)C)CC1C)(=O)C.Br[C:62]1[N:63]=[C:64]([CH:67]=[O:68])[S:65][CH:66]=1.C(=O)([O-])[O-].[K+].[K+]. (3) Given the product [CH3:26][C@H:21]1[O:22][C@@H:23]([CH3:25])[CH2:24][N:19]([C:17]2[CH:16]=[CH:15][C:14]3[N:27]=[C:10]([C:3]4[C:4]5[C:9](=[CH:8][CH:7]=[CH:6][CH:5]=5)[NH:1][N:2]=4)[NH:12][C:13]=3[CH:18]=2)[CH2:20]1, predict the reactants needed to synthesize it. The reactants are: [NH:1]1[C:9]2[C:4](=[CH:5][CH:6]=[CH:7][CH:8]=2)[C:3]([C:10]([NH:12][C:13]2[CH:18]=[C:17]([N:19]3[CH2:24][C@H:23]([CH3:25])[O:22][C@H:21]([CH3:26])[CH2:20]3)[CH:16]=[CH:15][C:14]=2[NH2:27])=O)=[N:2]1.C([O-])(=O)C.[Na+].